The task is: Predict the reaction yield, written as a fraction of the theoretical maximum amount of product (1.0 means a 100% yield; for example, 0.34 means a 34% yield).. This data is from Reaction yield outcomes from USPTO patents with 853,638 reactions. The reactants are [CH3:1][N:2]([CH3:35])[C@H:3]1[CH2:8][CH2:7][C@H:6]([N:9]([CH2:32][CH2:33][CH3:34])[C:10]2[C:11]([CH3:31])=[C:12]([C:27]([O:29]C)=[O:28])[CH:13]=[C:14]([C:16]3[CH:21]=[CH:20][C:19]([O:22][CH2:23][CH2:24][O:25][CH3:26])=[CH:18][CH:17]=3)[CH:15]=2)[CH2:5][CH2:4]1.[OH-].[Na+]. The catalyst is CCO. The product is [CH3:35][N:2]([CH3:1])[C@H:3]1[CH2:4][CH2:5][C@H:6]([N:9]([CH2:32][CH2:33][CH3:34])[C:10]2[C:11]([CH3:31])=[C:12]([C:27]([OH:29])=[O:28])[CH:13]=[C:14]([C:16]3[CH:21]=[CH:20][C:19]([O:22][CH2:23][CH2:24][O:25][CH3:26])=[CH:18][CH:17]=3)[CH:15]=2)[CH2:7][CH2:8]1. The yield is 0.930.